From a dataset of Reaction yield outcomes from USPTO patents with 853,638 reactions. Predict the reaction yield, written as a fraction of the theoretical maximum amount of product (1.0 means a 100% yield; for example, 0.34 means a 34% yield). The reactants are C([Li])CCC.[Br:6][C:7]1[CH:8]=[C:9]([C:12]#[N:13])[S:10][CH:11]=1.C(=O)=O.CC(C)=O.[Cl:21][CH2:22][C:23](N(OC)C)=[O:24].Cl. The catalyst is O1CCCC1. The product is [Br:6][C:7]1[CH:8]=[C:9]([C:12]#[N:13])[S:10][C:11]=1[C:23](=[O:24])[CH2:22][Cl:21]. The yield is 0.220.